From a dataset of Forward reaction prediction with 1.9M reactions from USPTO patents (1976-2016). Predict the product of the given reaction. (1) The product is: [NH2:17][C@@H:12]1[C@H:11]([NH:10][C:7]2[N:8]=[N:9][C:4]([C:1]([NH2:2])=[O:3])=[C:5]([NH:25][C:26]3[CH:31]=[CH:30][C:29]([F:32])=[C:28]([CH:33]([CH3:35])[CH3:34])[N:27]=3)[CH:6]=2)[CH2:16][CH2:15][O:14][CH2:13]1. Given the reactants [C:1]([C:4]1[N:9]=[N:8][C:7]([NH:10][C@@H:11]2[CH2:16][CH2:15][O:14][CH2:13][C@@H:12]2[NH:17]C(=O)OC(C)(C)C)=[CH:6][C:5]=1[NH:25][C:26]1[CH:31]=[CH:30][C:29]([F:32])=[C:28]([CH:33]([CH3:35])[CH3:34])[N:27]=1)(=[O:3])[NH2:2].FC(F)(F)C(O)=O, predict the reaction product. (2) Given the reactants [F:1][C:2]1[CH:3]=[C:4]([NH:13][C:14]([C@H:16]2[C:25]3[C:20](=[CH:21][C:22]([CH2:26][O:27][CH3:28])=[CH:23][CH:24]=3)[CH2:19][CH2:18][N:17]2[C:29]([C@@H:31]2[CH2:34][C@H:33]([CH2:35][C:36]([OH:38])=[O:37])[CH2:32]2)=[O:30])=[O:15])[CH:5]=[C:6]2[C:10]=1[C:9]([CH3:12])([CH3:11])[CH2:8][CH2:7]2.[OH-].[K+:40], predict the reaction product. The product is: [C:4](#[N:13])[CH3:3].[F:1][C:2]1[CH:3]=[C:4]([NH:13][C:14]([C@H:16]2[C:25]3[C:20](=[CH:21][C:22]([CH2:26][O:27][CH3:28])=[CH:23][CH:24]=3)[CH2:19][CH2:18][N:17]2[C:29]([C@@H:31]2[CH2:34][C@H:33]([CH2:35][C:36]([O-:38])=[O:37])[CH2:32]2)=[O:30])=[O:15])[CH:5]=[C:6]2[C:10]=1[C:9]([CH3:12])([CH3:11])[CH2:8][CH2:7]2.[K+:40]. (3) Given the reactants [C:1]([O:5][C:6]([NH:8][C@@H:9]([CH:53]([CH3:55])[CH3:54])[C:10]([O:12][C@H:13]1[CH2:17][C@H:16]([NH:18][C:19]2[C:24]([C:25]([C:27]3[S:28][C:29]([CH3:43])=[C:30]([C@H:32]4[C:41]5[C:36](=[CH:37][CH:38]=[C:39]([Cl:42])[CH:40]=5)[CH2:35][CH2:34][O:33]4)[CH:31]=3)=[O:26])=[CH:23][N:22]=[CH:21][N:20]=2)[CH2:15][C@@H:14]1[CH2:44][O:45][Si](C(C)(C)C)(C)C)=[O:11])=[O:7])([CH3:4])([CH3:3])[CH3:2], predict the reaction product. The product is: [C:1]([O:5][C:6]([NH:8][C@@H:9]([CH:53]([CH3:55])[CH3:54])[C:10]([O:12][C@H:13]1[CH2:17][C@H:16]([NH:18][C:19]2[C:24]([C:25]([C:27]3[S:28][C:29]([CH3:43])=[C:30]([C@H:32]4[C:41]5[C:36](=[CH:37][CH:38]=[C:39]([Cl:42])[CH:40]=5)[CH2:35][CH2:34][O:33]4)[CH:31]=3)=[O:26])=[CH:23][N:22]=[CH:21][N:20]=2)[CH2:15][C@@H:14]1[CH2:44][OH:45])=[O:11])=[O:7])([CH3:4])([CH3:3])[CH3:2]. (4) Given the reactants [CH:1](NC(C)C)(C)C.C([Li])CCC.[Cl:13][C:14]1[CH:15]=[C:16]([C@H:20]2[CH2:25][C@@H:24]([CH2:26][CH:27]=[CH2:28])[S:23][N:22]([CH:29]([CH3:31])[CH3:30])[C@@H:21]2[C:32]2[CH:37]=[CH:36][C:35]([Cl:38])=[CH:34][CH:33]=2)[CH:17]=[CH:18][CH:19]=1.CI.[Li+].CC([N-]C(C)C)C, predict the reaction product. The product is: [Cl:13][C:14]1[CH:15]=[C:16]([C@H:20]2[CH2:25][C@:24]([CH3:1])([CH2:26][CH:27]=[CH2:28])[S:23][N:22]([CH:29]([CH3:31])[CH3:30])[C@@H:21]2[C:32]2[CH:33]=[CH:34][C:35]([Cl:38])=[CH:36][CH:37]=2)[CH:17]=[CH:18][CH:19]=1. (5) Given the reactants [C:1](OC(C)CC(=O)NCCC=O)(=[O:15])[CH2:2][CH2:3][CH2:4][CH2:5][CH2:6][CH2:7][CH2:8][CH2:9][CH2:10][CH2:11][CH2:12][CH2:13][CH3:14].[C:27]([O-:31])(=O)[CH2:28]C.[Si]([O:39][C@H:40]1[C@H:44]([N:45]2[CH:50]=[CH:49][C:48](=[O:51])[N:47](CC3C=CC(OC)=CC=3)[C:46]2=[O:61])[O:43][CH:42]([C@H:62]([OH:89])[C@@H:63]([C:86]([OH:88])=[O:87])[NH:64][CH2:65][CH2:66][CH2:67][NH:68][C:69](=[O:85])[C@H:70]([C@@H:82]([OH:84])[CH3:83])[NH:71][C:72](=[O:81])[O:73][CH2:74][C:75]2[CH:80]=[CH:79][CH:78]=[CH:77][CH:76]=2)[C@H:41]1[OH:90])(C(C)(C)C)(C)C.[C:91]([OH:94])(=O)[CH3:92].[C:95](O[BH-](OC(=O)C)OC(=O)C)(=O)[CH3:96].[Na+], predict the reaction product. The product is: [C:91]([O:90][C@H:41]1[C@@H:40]([O:39][C:27](=[O:31])[CH3:28])[C@H:44]([N:45]2[CH:50]=[CH:49][C:48](=[O:51])[NH:47][C:46]2=[O:61])[O:43][C@@H:42]1[C@H:62]([OH:89])[CH:63]([C:86]([O:88][CH2:95][CH3:96])=[O:87])[NH:64][CH2:65][CH2:66][CH2:67][NH:68][C:69](=[O:85])[C@H:70]([C@@H:82]([O:84][C:1](=[O:15])[CH2:2][CH2:3][CH2:4][CH2:5][CH2:6][CH2:7][CH2:8][CH2:9][CH2:10][CH2:11][CH2:12][CH2:13][CH3:14])[CH3:83])[NH:71][C:72](=[O:81])[O:73][CH2:74][C:75]1[CH:76]=[CH:77][CH:78]=[CH:79][CH:80]=1)(=[O:94])[CH3:92]. (6) Given the reactants C(N(CC)CC)C.[C:8]([NH:15][C@@H:16]([C:25]([OH:27])=O)[CH2:17][C:18]1[CH:23]=[CH:22][C:21]([Cl:24])=[CH:20][CH:19]=1)([O:10][C:11]([CH3:14])([CH3:13])[CH3:12])=[O:9].Cl.Cl.[N:30]1([C:36]2[N:40]3[CH:41]=[CH:42][CH:43]=[CH:44][C:39]3=[N:38][CH:37]=2)[CH2:35][CH2:34][NH:33][CH2:32][CH2:31]1.ON1C2C=CC=CC=2N=N1.Cl.CN(C)CCCN=C=NCC.[OH-].[Na+], predict the reaction product. The product is: [C:11]([O:10][C:8](=[O:9])[NH:15][C@H:16]([CH2:17][C:18]1[CH:19]=[CH:20][C:21]([Cl:24])=[CH:22][CH:23]=1)[C:25]([N:33]1[CH2:34][CH2:35][N:30]([C:36]2[N:40]3[CH:41]=[CH:42][CH:43]=[CH:44][C:39]3=[N:38][CH:37]=2)[CH2:31][CH2:32]1)=[O:27])([CH3:12])([CH3:13])[CH3:14]. (7) Given the reactants [NH:1]1[CH:5]=[C:4]([C:6]([C:8]2[CH:9]=[CH:10][CH:11]=[C:12]3[C:17]=2[N:16]=[CH:15][CH:14]=[CH:13]3)=[CH2:7])[N:3]=[CH:2]1.[H][H], predict the reaction product. The product is: [NH:1]1[CH:5]=[C:4]([CH:6]([C:8]2[CH:9]=[CH:10][CH:11]=[C:12]3[C:17]=2[N:16]=[CH:15][CH:14]=[CH:13]3)[CH3:7])[N:3]=[CH:2]1. (8) Given the reactants [C:1]1([S:7]([N:10]2[C:14]3[CH:15]=[N:16][C:17]([C:30]#[N:31])=[C:18]([O:19][CH:20]4[CH2:25][CH2:24][N:23]([CH2:26][CH:27]([F:29])[F:28])[CH2:22][CH2:21]4)[C:13]=3[C:12]3[CH:32]=[C:33](Br)[CH:34]=[N:35][C:11]2=3)(=[O:9])=[O:8])[CH:6]=[CH:5][CH:4]=[CH:3][CH:2]=1, predict the reaction product. The product is: [C:1]1([S:7]([N:10]2[C:14]3[CH:15]=[N:16][C:17]([C:30]#[N:31])=[C:18]([O:19][CH:20]4[CH2:21][CH2:22][N:23]([CH2:26][CH:27]([F:28])[F:29])[CH2:24][CH2:25]4)[C:13]=3[C:12]3[CH:32]=[CH:33][CH:34]=[N:35][C:11]2=3)(=[O:9])=[O:8])[CH:2]=[CH:3][CH:4]=[CH:5][CH:6]=1.